From a dataset of Full USPTO retrosynthesis dataset with 1.9M reactions from patents (1976-2016). Predict the reactants needed to synthesize the given product. (1) Given the product [CH:11]([C@H:4]1[C:3]([O:2][CH3:1])=[N:8][C@H:7]([CH2:24][C:23]2[CH:26]=[CH:27][CH:28]=[CH:29][C:22]=2[O:21][C:20]([F:19])([F:30])[F:31])[C:6]([O:9][CH3:10])=[N:5]1)([CH3:13])[CH3:12], predict the reactants needed to synthesize it. The reactants are: [CH3:1][O:2][C:3]1[C@H:4]([CH:11]([CH3:13])[CH3:12])[N:5]=[C:6]([O:9][CH3:10])[CH2:7][N:8]=1.C([Li])CCC.[F:19][C:20]([F:31])([F:30])[O:21][C:22]1[CH:29]=[CH:28][CH:27]=[CH:26][C:23]=1[CH2:24]Br. (2) The reactants are: [OH:1][N:2]1[C:6](=[O:7])[CH2:5][CH2:4][C:3]1=[O:8].[F:9][C:10]([F:21])([F:20])[C:11]([O:13]C(=O)C(F)(F)F)=[O:12]. Given the product [F:9][C:10]([F:21])([F:20])[C:11]([OH:13])=[O:12].[OH:1][N:2]1[C:6](=[O:7])[CH2:5][CH2:4][C:3]1=[O:8], predict the reactants needed to synthesize it. (3) Given the product [ClH:51].[ClH:51].[Cl:51][C:52]1[CH:53]=[C:54]([NH:55][C:56]2[C:65]3[C:60](=[CH:61][CH:62]=[CH:63][C:1]=3[O:4][C@H:2]([CH3:3])[CH2:33][N:32]([CH2:30][CH3:31])[CH3:36])[N:59]=[CH:58][N:57]=2)[CH:67]=[CH:68][C:69]=1[O:70][CH2:71][C:72]1[CH:77]=[CH:76][CH:75]=[CH:74][N:73]=1, predict the reactants needed to synthesize it. The reactants are: [CH2:1]1[O:4][C@@H:2]1[CH3:3].[O-]S(C(F)(F)F)(=O)=O.[Yb+3].[O-]S(C(F)(F)F)(=O)=O.[O-]S(C(F)(F)F)(=O)=O.[CH2:30]([NH:32][CH3:33])[CH3:31].[H-].[Na+].[CH2:36]1OCCOCCOCCOCCOC1.[Cl:51][C:52]1[CH:53]=[C:54]([CH:67]=[CH:68][C:69]=1[O:70][CH2:71][C:72]1[CH:77]=[CH:76][CH:75]=[CH:74][N:73]=1)[NH:55][C:56]1[C:65]2[C:60](=[CH:61][CH:62]=[CH:63]C=2F)[N:59]=[CH:58][N:57]=1. (4) Given the product [C:1]1([CH2:7][CH2:8][CH2:9][CH:10]([N:18]2[C:14](=[O:24])[C:15]3[C:16](=[CH:20][CH:21]=[CH:22][CH:23]=3)[C:17]2=[O:19])[CH:11]=[CH2:12])[CH:6]=[CH:5][CH:4]=[CH:3][CH:2]=1, predict the reactants needed to synthesize it. The reactants are: [C:1]1([CH2:7][CH2:8][CH2:9][CH:10](O)[CH:11]=[CH2:12])[CH:6]=[CH:5][CH:4]=[CH:3][CH:2]=1.[C:14]1(=[O:24])[NH:18][C:17](=[O:19])[C:16]2=[CH:20][CH:21]=[CH:22][CH:23]=[C:15]12.C1C=CC(P(C2C=CC=CC=2)C2C=CC=CC=2)=CC=1.CCOC(/N=N/C(OCC)=O)=O. (5) Given the product [CH3:13][O:12][C:11]1[C:2]([NH:1][C:16](=[O:17])[O:18][CH2:19][CH3:20])=[N:3][C:4]2[C:9]([N:10]=1)=[CH:8][C:7]([CH3:14])=[CH:6][CH:5]=2, predict the reactants needed to synthesize it. The reactants are: [NH2:1][C:2]1[C:11]([O:12][CH3:13])=[N:10][C:9]2[C:4](=[CH:5][CH:6]=[C:7]([CH3:14])[CH:8]=2)[N:3]=1.Cl[C:16]([O:18][CH2:19][CH3:20])=[O:17].N1C=CC=CC=1. (6) Given the product [Cl:1][C:2]1[CH:12]=[CH:11][CH:10]=[C:4]([CH:5]=[CH:23][CH2:22][CH2:21][CH2:20][C:19]#[CH:18])[CH:3]=1, predict the reactants needed to synthesize it. The reactants are: [Cl:1][C:2]1[CH:3]=[C:4]([CH:10]=[CH:11][CH:12]=1)[CH2:5]P(=O)([O-])[O-].[Li]CCCC.[CH3:18][CH2:19][CH2:20][CH2:21][CH2:22][CH3:23].C(=O)CCCC#C. (7) Given the product [CH:26]([C:25]1[N:29]=[C:30]([C:31]2[CH:36]=[CH:35][CH:34]=[CH:33][CH:32]=2)[N:8]([C:3]2[CH:4]=[CH:5][CH:6]=[CH:7][C:2]=2[CH3:10])[N:9]=1)([CH3:28])[CH3:27], predict the reactants needed to synthesize it. The reactants are: Cl.[C:2]1([CH3:10])[CH:7]=[CH:6][CH:5]=[CH:4][C:3]=1[NH:8][NH2:9].C(Cl)(Cl)(Cl)Cl.C(N(CC)CC)C.CO[C:25](=[N:29][C:30](=O)[C:31]1[CH:36]=[CH:35][CH:34]=[CH:33][CH:32]=1)[CH:26]([CH3:28])[CH3:27].